From a dataset of Forward reaction prediction with 1.9M reactions from USPTO patents (1976-2016). Predict the product of the given reaction. (1) Given the reactants II.[CH2:3](Cl)[C:4]1[CH:9]=[CH:8][CH:7]=[CH:6][CH:5]=1.[CH3:11][N:12]1[CH2:17][C:16]([C:18]([O:20][CH3:21])=[O:19])=[CH:15][CH2:14][CH2:13]1.Cl, predict the reaction product. The product is: [CH2:3]([CH:15]1[CH2:14][CH2:13][N:12]([CH3:11])[CH2:17][CH:16]1[C:18]([O:20][CH3:21])=[O:19])[C:4]1[CH:9]=[CH:8][CH:7]=[CH:6][CH:5]=1. (2) The product is: [C:1]([CH:5]1[CH2:14][CH2:13][C:12]2[N:11]=[C:10]3[S:15][C:16]([C:18]([NH2:20])=[NH:19])=[CH:17][C:9]3=[CH:8][C:7]=2[CH2:6]1)([CH3:4])([CH3:2])[CH3:3]. Given the reactants [C:1]([CH:5]1[CH2:14][CH2:13][C:12]2[N:11]=[C:10]3[S:15][C:16]([C:18]#[N:19])=[CH:17][C:9]3=[CH:8][C:7]=2[CH2:6]1)([CH3:4])([CH3:3])[CH3:2].[NH4+:20].[Cl-], predict the reaction product. (3) The product is: [OH:18][B:14]1[C:7]2[CH:6]=[CH:11][C:10]([C:12]#[N:13])=[CH:9][C:8]=2[CH2:16][O:15]1. Given the reactants C(OC[C:6]1[CH:11]=[C:10]([C:12]#[N:13])[CH:9]=[CH:8][C:7]=1[B:14]1[O:18]C(C)(C)[C:16](C)(C)[O:15]1)(=O)C.[OH-].[Na+].Cl, predict the reaction product. (4) Given the reactants C1COCC1.[Br:6][C:7]1[CH:12]=[CH:11][C:10]([C:13]2[C:17]3[N:18]=[C:19]([Cl:23])[N:20]=[C:21](Cl)[C:16]=3[O:15][N:14]=2)=[CH:9][CH:8]=1.C(N(CC)CC)C.[O:31]1[CH2:36][CH2:35][CH:34]([CH2:37][NH2:38])[CH2:33][CH2:32]1, predict the reaction product. The product is: [Br:6][C:7]1[CH:12]=[CH:11][C:10]([C:13]2[C:17]3[N:18]=[C:19]([Cl:23])[N:20]=[C:21]([NH:38][CH2:37][CH:34]4[CH2:35][CH2:36][O:31][CH2:32][CH2:33]4)[C:16]=3[O:15][N:14]=2)=[CH:9][CH:8]=1.